This data is from Reaction yield outcomes from USPTO patents with 853,638 reactions. The task is: Predict the reaction yield, written as a fraction of the theoretical maximum amount of product (1.0 means a 100% yield; for example, 0.34 means a 34% yield). (1) The reactants are Br[C:2]1[CH:9]=[CH:8][C:5]([C:6]#[N:7])=[C:4]([CH3:10])[CH:3]=1.C([Li])[CH2:12][CH2:13][CH3:14].[B:16](OC(C)C)([O:21]C(C)C)[O:17][CH:18](C)C.Cl.O1CCC[CH2:31]1. The catalyst is CCCCCC. The product is [CH3:31][C:13]1([CH3:14])[CH2:12][O:21][B:16]([C:2]2[CH:9]=[CH:8][C:5]([C:6]#[N:7])=[C:4]([CH3:10])[CH:3]=2)[O:17][CH2:18]1. The yield is 0.670. (2) The reactants are [CH3:1][O:2][C:3]1[CH:4]=[C:5]([CH:11]=[CH:12][C:13]=1OS(C(F)(F)F)(=O)=O)[C:6]([O:8][CH2:9][CH3:10])=[O:7].[C:22]([C:24]1[CH:29]=[CH:28][CH:27]=[CH:26][C:25]=1B(O)O)#[N:23].C(=O)([O-])[O-].[Cs+].[Cs+].C(OCC)(=O)C. The catalyst is O1CCCC1.C1C=CC(P(C2C=CC=CC=2)[C-]2C=CC=C2)=CC=1.C1C=CC(P(C2C=CC=CC=2)[C-]2C=CC=C2)=CC=1.Cl[Pd]Cl.[Fe+2].O. The product is [C:22]([C:24]1[CH:29]=[CH:28][CH:27]=[CH:26][C:25]=1[C:13]1[CH:12]=[CH:11][C:5]([C:6]([O:8][CH2:9][CH3:10])=[O:7])=[CH:4][C:3]=1[O:2][CH3:1])#[N:23]. The yield is 0.0500.